From a dataset of HIV replication inhibition screening data with 41,000+ compounds from the AIDS Antiviral Screen. Binary Classification. Given a drug SMILES string, predict its activity (active/inactive) in a high-throughput screening assay against a specified biological target. (1) The compound is CCCCOc1cc(C[S+]2CCCC2)c(OC)cc1C[S+]1CCCC1.[Cl-]. The result is 0 (inactive). (2) The result is 0 (inactive). The compound is N#Cc1sc2c(c1O)c(=O)n(-c1ccccc1)c(=S)n2-c1ccccc1.